This data is from Catalyst prediction with 721,799 reactions and 888 catalyst types from USPTO. The task is: Predict which catalyst facilitates the given reaction. (1) Reactant: [CH3:1][C@H:2]1[CH2:7][N:6]([CH2:8][C:9]2[CH:14]=[CH:13][C:12]([NH:15][CH3:16])=[CH:11][CH:10]=2)[CH2:5][CH2:4][N:3]1[C:17]([O:19][C:20]([CH3:23])([CH3:22])[CH3:21])=[O:18].C(N(CC)CC)C.[F:31][C:32]1[CH:37]=[CH:36][C:35]([C:38]2[CH:43]=[CH:42][C:41]([S:44](Cl)(=[O:46])=[O:45])=[CH:40][CH:39]=2)=[CH:34][CH:33]=1. Product: [F:31][C:32]1[CH:37]=[CH:36][C:35]([C:38]2[CH:43]=[CH:42][C:41]([S:44]([N:15]([CH3:16])[C:12]3[CH:13]=[CH:14][C:9]([CH2:8][N:6]4[CH2:5][CH2:4][N:3]([C:17]([O:19][C:20]([CH3:22])([CH3:21])[CH3:23])=[O:18])[C@@H:2]([CH3:1])[CH2:7]4)=[CH:10][CH:11]=3)(=[O:46])=[O:45])=[CH:40][CH:39]=2)=[CH:34][CH:33]=1. The catalyst class is: 2. (2) Reactant: Br[CH2:2][CH2:3][C:4]1[CH:9]=[CH:8][C:7]([Cl:10])=[CH:6][CH:5]=1.Cl.[Cl:12][C:13]1[CH:18]=[CH:17][CH:16]=[CH:15][C:14]=1[NH:19]N.[CH3:21][N:22]1[CH2:27][CH2:26][C:25](=O)[CH2:24][CH2:23]1. Product: [Cl:10][C:7]1[CH:8]=[CH:9][C:4]([CH2:3][CH2:2][N:19]2[C:14]3[C:13]([Cl:12])=[CH:18][CH:17]=[CH:16][C:15]=3[C:24]3[CH2:23][N:22]([CH3:21])[CH2:27][CH2:26][C:25]2=3)=[CH:5][CH:6]=1. The catalyst class is: 66. (3) Reactant: [F:1][C:2]1[CH:3]=[C:4]([CH:28]=[C:29]([F:31])[CH:30]=1)[CH2:5][C@H:6]([NH:20]C(=O)OC(C)(C)C)[C@@H:7]([OH:19])[CH2:8][NH:9][CH2:10][C:11]1[CH:16]=[CH:15][CH:14]=[C:13]([O:17][CH3:18])[CH:12]=1.[F:32][C:33]([F:38])([F:37])[C:34]([OH:36])=[O:35]. Product: [F:32][C:33]([F:38])([F:37])[C:34]([OH:36])=[O:35].[NH2:20][C@@H:6]([CH2:5][C:4]1[CH:28]=[C:29]([F:31])[CH:30]=[C:2]([F:1])[CH:3]=1)[C@@H:7]([OH:19])[CH2:8][NH:9][CH2:10][C:11]1[CH:16]=[CH:15][CH:14]=[C:13]([O:17][CH3:18])[CH:12]=1. The catalyst class is: 2. (4) Reactant: CN(C(ON1N=NC2C=CC=CC1=2)=[N+](C)C)C.[B-](F)(F)(F)F.C1C=CC2N(O)N=NC=2C=1.C(N(C(C)C)C(C)C)C.[CH3:42][C:43]1[CH:44]=[C:45]([CH2:50][CH:51]([NH:55][C:56]([N:58]2[CH2:63][CH2:62][CH:61]([N:64]3[CH2:73][C:72]4[C:67](=[CH:68][CH:69]=[CH:70][CH:71]=4)[NH:66][C:65]3=[O:74])[CH2:60][CH2:59]2)=[O:57])[C:52]([OH:54])=O)[CH:46]=[CH:47][C:48]=1[CH3:49].[CH3:75][N:76]1[CH2:81][CH2:80][N:79]([CH:82]2[CH2:87][CH2:86][NH:85][CH2:84][CH2:83]2)[CH2:78][CH2:77]1. Product: [CH3:42][C:43]1[CH:44]=[C:45]([CH:46]=[CH:47][C:48]=1[CH3:49])[CH2:50][CH:51]([NH:55][C:56]([N:58]1[CH2:59][CH2:60][CH:61]([N:64]2[CH2:73][C:68]3[C:67](=[CH:72][CH:71]=[CH:70][CH:69]=3)[NH:66][C:65]2=[O:74])[CH2:62][CH2:63]1)=[O:57])[C:52]([N:85]1[CH2:84][CH2:83][CH:82]([N:79]2[CH2:78][CH2:77][N:76]([CH3:75])[CH2:81][CH2:80]2)[CH2:87][CH2:86]1)=[O:54]. The catalyst class is: 198. (5) Reactant: [I:1][C:2]1[CH:3]=[C:4]([CH:8]=[CH:9][C:10]=1[N+:11]([O-:13])=[O:12])[C:5]([OH:7])=O.[NH2:14][CH2:15][C:16]([O:18][CH2:19][C:20]1[CH:25]=[CH:24][CH:23]=[CH:22][CH:21]=1)=[O:17].C1CCC(N=C=NC2CCCCC2)CC1. Product: [I:1][C:2]1[CH:3]=[C:4]([CH:8]=[CH:9][C:10]=1[N+:11]([O-:13])=[O:12])[C:5]([NH:14][CH2:15][C:16]([O:18][CH2:19][C:20]1[CH:25]=[CH:24][CH:23]=[CH:22][CH:21]=1)=[O:17])=[O:7]. The catalyst class is: 142.